From a dataset of Full USPTO retrosynthesis dataset with 1.9M reactions from patents (1976-2016). Predict the reactants needed to synthesize the given product. (1) Given the product [CH2:13]([N:9]1[C:8]([C:3]2[CH:4]=[CH:5][CH:6]=[CH:7][C:2]=2[Cl:1])=[N:12][N:11]=[N:10]1)[C:14]1[CH:19]=[CH:18][CH:17]=[CH:16][CH:15]=1, predict the reactants needed to synthesize it. The reactants are: [Cl:1][C:2]1[CH:7]=[CH:6][CH:5]=[CH:4][C:3]=1[C:8]1[NH:12][N:11]=[N:10][N:9]=1.[CH2:13](Br)[C:14]1[CH:19]=[CH:18][CH:17]=[CH:16][CH:15]=1.ClCC1C=CC=CC=1OC.N. (2) Given the product [Cl:18][C:19]1[C:20]([C:34]2[CH:39]=[CH:38][C:37]([O:40][CH3:41])=[CH:36][CH:35]=2)=[C:21]2[C:29]3[CH2:30][CH2:31][S:32][CH2:33][C:28]=3[S:27][C:22]2=[N:23][C:24]=1[CH2:25][N:6]1[C:2](=[O:12])[C:3]2[C:4](=[CH:8][CH:9]=[CH:10][CH:11]=2)[C:5]1=[O:7], predict the reactants needed to synthesize it. The reactants are: [K].[C:2]1(=[O:12])[NH:6][C:5](=[O:7])[C:4]2=[CH:8][CH:9]=[CH:10][CH:11]=[C:3]12.CN(C)C=O.[Cl:18][C:19]1[C:20]([C:34]2[CH:39]=[CH:38][C:37]([O:40][CH3:41])=[CH:36][CH:35]=2)=[C:21]2[C:29]3[CH2:30][CH2:31][S:32][CH2:33][C:28]=3[S:27][C:22]2=[N:23][C:24]=1[CH2:25]Cl. (3) Given the product [F:35][C:32]1[CH:33]=[CH:34][C:29]([C:23]2[O:22][C:14]3[CH:15]=[C:16]([NH:17][S:18]([CH3:21])(=[O:19])=[O:20])[C:10]4[O:9][CH:8]([CH2:7][OH:6])[CH2:12][C:11]=4[C:13]=3[C:24]=2[C:25]([OH:27])=[O:26])=[CH:30][CH:31]=1, predict the reactants needed to synthesize it. The reactants are: [OH-].[Na+].C([O:6][CH2:7][CH:8]1[CH2:12][C:11]2[C:13]3[C:24]([C:25]([O:27]C)=[O:26])=[C:23]([C:29]4[CH:34]=[CH:33][C:32]([F:35])=[CH:31][CH:30]=4)[O:22][C:14]=3[CH:15]=[C:16]([NH:17][S:18]([CH3:21])(=[O:20])=[O:19])[C:10]=2[O:9]1)(=O)C. (4) Given the product [N:25]([CH2:6][CH2:7][CH2:8][CH2:9][N:10]1[CH:14]=[C:13]([C:15]([NH:16][CH2:17][C:18]2[CH:23]=[CH:22][CH:21]=[CH:20][N:19]=2)=[O:24])[N:12]=[N:11]1)=[N+:26]=[N-:27], predict the reactants needed to synthesize it. The reactants are: CS(O[CH2:6][CH2:7][CH2:8][CH2:9][N:10]1[CH:14]=[C:13]([C:15](=[O:24])[NH:16][CH2:17][C:18]2[CH:23]=[CH:22][CH:21]=[CH:20][N:19]=2)[N:12]=[N:11]1)(=O)=O.[N-:25]=[N+:26]=[N-:27].[Na+]. (5) Given the product [CH2:17]([O:16][CH:9]([O:13][CH2:14][CH3:15])[C:2]1[CH:7]=[CH:6][CH:5]=[CH:4][CH:3]=1)[CH3:18], predict the reactants needed to synthesize it. The reactants are: C(=O)[C:2]1[CH:7]=[CH:6][CH:5]=[CH:4][CH:3]=1.[CH:9]([O:16][CH2:17][CH3:18])([O:13][CH2:14][CH3:15])OCC.Cl.C(OCC)C. (6) Given the product [Cl:3][C:21]1[CH:20]=[CH:19][N:18]=[C:17]2[N:13]([CH2:12][C:11]3[CH:24]=[CH:25][C:8]([O:7][CH3:6])=[CH:9][CH:10]=3)[N:14]=[C:15]([CH3:23])[C:16]=12, predict the reactants needed to synthesize it. The reactants are: P(Cl)(Cl)([Cl:3])=O.[CH3:6][O:7][C:8]1[CH:25]=[CH:24][C:11]([CH2:12][N:13]2[C:17]3[N:18]=[CH:19][CH:20]=[C:21](O)[C:16]=3[C:15]([CH3:23])=[N:14]2)=[CH:10][CH:9]=1. (7) Given the product [CH2:20]([O:19][C:17]1[N:16]([CH2:22][C:23]2[CH:28]=[CH:27][C:26]([C:29]3[CH:34]=[CH:33][CH:32]=[CH:31][C:30]=3[C:35](=[N:4][OH:1])[NH2:36])=[CH:25][CH:24]=2)[C:15]2[C:10]([C:8]([O:7][CH3:6])=[O:9])=[CH:11][CH:12]=[CH:13][C:14]=2[N:18]=1)[CH3:21], predict the reactants needed to synthesize it. The reactants are: [OH-:1].[Na+].Cl.[NH2:4]O.[CH3:6][O:7][C:8]([C:10]1[C:15]2[N:16]([CH2:22][C:23]3[CH:28]=[CH:27][C:26]([C:29]4[CH:34]=[CH:33][CH:32]=[CH:31][C:30]=4[C:35]#[N:36])=[CH:25][CH:24]=3)[C:17]([O:19][CH2:20][CH3:21])=[N:18][C:14]=2[CH:13]=[CH:12][CH:11]=1)=[O:9].Cl.